This data is from Peptide-MHC class II binding affinity with 134,281 pairs from IEDB. The task is: Regression. Given a peptide amino acid sequence and an MHC pseudo amino acid sequence, predict their binding affinity value. This is MHC class II binding data. (1) The peptide sequence is INKGILVTVNPIAST. The MHC is DRB5_0101 with pseudo-sequence DRB5_0101. The binding affinity (normalized) is 0.659. (2) The MHC is DRB1_0701 with pseudo-sequence DRB1_0701. The binding affinity (normalized) is 0.170. The peptide sequence is VFGYRKPLDNIKDNV. (3) The peptide sequence is KALYDLQRSAMVYSS. The MHC is HLA-DQA10101-DQB10501 with pseudo-sequence HLA-DQA10101-DQB10501. The binding affinity (normalized) is 0.433. (4) The peptide sequence is LEPVKCDTLLCDIGE. The MHC is HLA-DQA10303-DQB10402 with pseudo-sequence HLA-DQA10303-DQB10402. The binding affinity (normalized) is 0. (5) The peptide sequence is LTKKGNVWEVKSSKP. The MHC is DRB1_1501 with pseudo-sequence DRB1_1501. The binding affinity (normalized) is 0. (6) The peptide sequence is NVFDEVIPTAFTVGK. The MHC is HLA-DPA10201-DPB10101 with pseudo-sequence HLA-DPA10201-DPB10101. The binding affinity (normalized) is 0.192.